Dataset: Full USPTO retrosynthesis dataset with 1.9M reactions from patents (1976-2016). Task: Predict the reactants needed to synthesize the given product. (1) Given the product [Cl:23][C:3]1[CH:4]=[C:5]2[C:10](=[C:11]([F:12])[C:2]=1[C:26]1[C:25]([CH3:24])=[CH:33][CH:32]=[C:31]3[C:27]=1[CH:28]=[N:29][NH:30]3)[N:9]=[CH:8][N:7]=[C:6]2[N:13]1[CH2:18][CH2:17][N:16]([C:19](=[O:22])[CH:20]=[CH2:21])[CH2:15][CH2:14]1, predict the reactants needed to synthesize it. The reactants are: Br[C:2]1[C:11]([F:12])=[C:10]2[C:5]([C:6]([N:13]3[CH2:18][CH2:17][N:16]([C:19](=[O:22])[CH:20]=[CH2:21])[CH2:15][CH2:14]3)=[N:7][CH:8]=[N:9]2)=[CH:4][C:3]=1[Cl:23].[CH3:24][C:25]1[C:26](B(O)O)=[C:27]2[C:31](=[CH:32][CH:33]=1)[NH:30][N:29]=[CH:28]2.C([O-])([O-])=O.[Na+].[Na+]. (2) Given the product [NH:28]1[C:29]2[C:25](=[CH:24][C:23]([NH:22][C:19]3[CH:18]=[CH:17][N:16]=[C:15]4[CH:14]=[C:13]([C:6]5[CH:7]=[CH:8][C:3]([O:2][CH3:1])=[CH:4][CH:5]=5)[S:21][C:20]=34)=[CH:31][CH:30]=2)[CH:26]=[CH:27]1, predict the reactants needed to synthesize it. The reactants are: [CH3:1][O:2][C:3]1[CH:8]=[CH:7][C:6](B(O)O)=[CH:5][CH:4]=1.Br[C:13]1[S:21][C:20]2[C:15](=[N:16][CH:17]=[CH:18][C:19]=2[NH:22][C:23]2[CH:24]=[C:25]3[C:29](=[CH:30][CH:31]=2)[NH:28][CH:27]=[CH:26]3)[CH:14]=1. (3) Given the product [NH4+:34].[OH:23][C:14]1[CH:13]=[CH:12][C:11]2[C:16](=[CH:17][CH:18]=[C:19]3[C:10]=2[CH:9]([C:25]2[CH:26]=[CH:27][C:28]([O:31][CH2:32][CH2:33][N:34]4[CH2:39][CH2:38][CH2:37][CH2:36][CH2:35]4)=[CH:29][CH:30]=2)[O:8][C:7]2[C:20]3=[CH:21][CH:22]=[C:5]([C:3]([O-:4])=[O:2])[CH:6]=2)[CH:15]=1, predict the reactants needed to synthesize it. The reactants are: C[O:2][C:3]([C:5]1[CH:6]=[C:7]2[C:20](=[CH:21][CH:22]=1)[C:19]1[C:10](=[C:11]3[C:16](=[CH:17][CH:18]=1)[CH:15]=[C:14]([O:23]C)[CH:13]=[CH:12]3)[CH:9]([C:25]1[CH:30]=[CH:29][C:28]([O:31][CH2:32][CH2:33][N:34]3[CH2:39][CH2:38][CH2:37][CH2:36][CH2:35]3)=[CH:27][CH:26]=1)[O:8]2)=[O:4].[OH-].[Na+].